Regression. Given two drug SMILES strings and cell line genomic features, predict the synergy score measuring deviation from expected non-interaction effect. From a dataset of NCI-60 drug combinations with 297,098 pairs across 59 cell lines. (1) Drug 1: CC1=C2C(C(=O)C3(C(CC4C(C3C(C(C2(C)C)(CC1OC(=O)C(C(C5=CC=CC=C5)NC(=O)OC(C)(C)C)O)O)OC(=O)C6=CC=CC=C6)(CO4)OC(=O)C)OC)C)OC. Drug 2: CC1=C(C=C(C=C1)C(=O)NC2=CC(=CC(=C2)C(F)(F)F)N3C=C(N=C3)C)NC4=NC=CC(=N4)C5=CN=CC=C5. Cell line: OVCAR-5. Synergy scores: CSS=54.6, Synergy_ZIP=6.63, Synergy_Bliss=7.43, Synergy_Loewe=-22.0, Synergy_HSA=7.46. (2) Drug 1: CN(C)N=NC1=C(NC=N1)C(=O)N. Drug 2: CN1C2=C(C=C(C=C2)N(CCCl)CCCl)N=C1CCCC(=O)O.Cl. Cell line: MCF7. Synergy scores: CSS=7.61, Synergy_ZIP=-3.98, Synergy_Bliss=-1.73, Synergy_Loewe=-4.62, Synergy_HSA=-2.16. (3) Drug 1: C1=CC(=CC=C1CC(C(=O)O)N)N(CCCl)CCCl.Cl. Drug 2: CNC(=O)C1=NC=CC(=C1)OC2=CC=C(C=C2)NC(=O)NC3=CC(=C(C=C3)Cl)C(F)(F)F. Cell line: SN12C. Synergy scores: CSS=27.7, Synergy_ZIP=-4.01, Synergy_Bliss=0.440, Synergy_Loewe=-10.1, Synergy_HSA=0.628. (4) Drug 1: CCC1(CC2CC(C3=C(CCN(C2)C1)C4=CC=CC=C4N3)(C5=C(C=C6C(=C5)C78CCN9C7C(C=CC9)(C(C(C8N6C=O)(C(=O)OC)O)OC(=O)C)CC)OC)C(=O)OC)O.OS(=O)(=O)O. Drug 2: CC1=C(C=C(C=C1)NC(=O)C2=CC=C(C=C2)CN3CCN(CC3)C)NC4=NC=CC(=N4)C5=CN=CC=C5. Cell line: OVCAR3. Synergy scores: CSS=64.7, Synergy_ZIP=-0.644, Synergy_Bliss=0.986, Synergy_Loewe=-2.68, Synergy_HSA=1.95.